This data is from Catalyst prediction with 721,799 reactions and 888 catalyst types from USPTO. The task is: Predict which catalyst facilitates the given reaction. (1) Reactant: Br[C:2]1[CH:3]=[C:4]2[C:9](=[CH:10][CH:11]=1)[N:8]=[CH:7][CH:6]=[C:5]2[NH:12][C:13]([NH:15][C:16]1[CH:21]=[CH:20][CH:19]=[C:18]([C:22]([F:25])([F:24])[F:23])[N:17]=1)=[O:14].CC1(C)C(C)(C)OB([C:34]2[CH2:39][CH2:38][N:37]([C:40]([O:42][C:43]([CH3:46])([CH3:45])[CH3:44])=[O:41])[CH2:36][CH:35]=2)O1.C(=O)([O-])[O-].[Na+].[Na+]. Product: [F:23][C:22]([F:25])([F:24])[C:18]1[N:17]=[C:16]([NH:15][C:13](=[O:14])[NH:12][C:5]2[C:4]3[C:9](=[CH:10][CH:11]=[C:2]([C:34]4[CH2:39][CH2:38][N:37]([C:40]([O:42][C:43]([CH3:46])([CH3:45])[CH3:44])=[O:41])[CH2:36][CH:35]=4)[CH:3]=3)[N:8]=[CH:7][CH:6]=2)[CH:21]=[CH:20][CH:19]=1. The catalyst class is: 128. (2) Reactant: C(Cl)Cl.[F:4][CH:5]1[CH:10]([O:11][CH2:12][CH2:13][C:14]2[CH:19]=[CH:18][CH:17]=[CH:16][CH:15]=2)[CH2:9][CH2:8][CH:7]([OH:20])[CH2:6]1.C(N(CC)C(C)C)(C)C.[CH3:30][S:31](Cl)(=[O:33])=[O:32]. Product: [CH3:30][S:31]([O:20][CH:7]1[CH2:8][CH2:9][CH:10]([O:11][CH2:12][CH2:13][C:14]2[CH:19]=[CH:18][CH:17]=[CH:16][CH:15]=2)[CH:5]([F:4])[CH2:6]1)(=[O:33])=[O:32]. The catalyst class is: 175. (3) Product: [NH:33]1[C:34]2[CH:39]=[CH:38][CH:37]=[CH:36][C:35]=2[N:31]=[C:32]1[C:40]1[C:48]2[C:43](=[CH:44][CH:45]=[C:46]([NH:49][C:8]([CH:5]3[CH2:4][CH2:3][C:2]([F:1])([F:11])[CH2:7][CH2:6]3)=[O:10])[CH:47]=2)[N:42]([CH:50]2[CH2:55][CH2:54][CH2:53][CH2:52][O:51]2)[N:41]=1. The catalyst class is: 3. Reactant: [F:1][C:2]1([F:11])[CH2:7][CH2:6][CH:5]([C:8]([OH:10])=O)[CH2:4][CH2:3]1.C1C=CC2N(O)N=NC=2C=1.C(Cl)CCl.C(=O)(O)[O-].[Na+].[NH:31]1[C:35]2[CH:36]=[CH:37][CH:38]=[CH:39][C:34]=2[N:33]=[C:32]1[C:40]1[C:48]2[C:43](=[CH:44][CH:45]=[C:46]([NH2:49])[CH:47]=2)[N:42]([CH:50]2[CH2:55][CH2:54][CH2:53][CH2:52][O:51]2)[N:41]=1.